From a dataset of NCI-60 drug combinations with 297,098 pairs across 59 cell lines. Regression. Given two drug SMILES strings and cell line genomic features, predict the synergy score measuring deviation from expected non-interaction effect. (1) Drug 1: CN(C)N=NC1=C(NC=N1)C(=O)N. Drug 2: C1=NC(=NC(=O)N1C2C(C(C(O2)CO)O)O)N. Cell line: UO-31. Synergy scores: CSS=19.1, Synergy_ZIP=-5.03, Synergy_Bliss=2.08, Synergy_Loewe=3.06, Synergy_HSA=3.23. (2) Drug 1: CNC(=O)C1=CC=CC=C1SC2=CC3=C(C=C2)C(=NN3)C=CC4=CC=CC=N4. Drug 2: CCC(=C(C1=CC=CC=C1)C2=CC=C(C=C2)OCCN(C)C)C3=CC=CC=C3.C(C(=O)O)C(CC(=O)O)(C(=O)O)O. Cell line: MDA-MB-231. Synergy scores: CSS=-0.431, Synergy_ZIP=2.51, Synergy_Bliss=2.53, Synergy_Loewe=-0.867, Synergy_HSA=-1.24. (3) Drug 1: CC1=C2C(C(=O)C3(C(CC4C(C3C(C(C2(C)C)(CC1OC(=O)C(C(C5=CC=CC=C5)NC(=O)OC(C)(C)C)O)O)OC(=O)C6=CC=CC=C6)(CO4)OC(=O)C)O)C)O. Drug 2: C(CC(=O)O)C(=O)CN.Cl. Cell line: SN12C. Synergy scores: CSS=7.88, Synergy_ZIP=-2.12, Synergy_Bliss=2.21, Synergy_Loewe=-0.301, Synergy_HSA=-0.586. (4) Drug 1: CC1=C(C=C(C=C1)NC2=NC=CC(=N2)N(C)C3=CC4=NN(C(=C4C=C3)C)C)S(=O)(=O)N.Cl. Drug 2: CC1CCC2CC(C(=CC=CC=CC(CC(C(=O)C(C(C(=CC(C(=O)CC(OC(=O)C3CCCCN3C(=O)C(=O)C1(O2)O)C(C)CC4CCC(C(C4)OC)O)C)C)O)OC)C)C)C)OC. Cell line: A498. Synergy scores: CSS=29.1, Synergy_ZIP=5.79, Synergy_Bliss=8.92, Synergy_Loewe=-12.9, Synergy_HSA=6.21.